This data is from Orexin1 receptor HTS with 218,158 compounds and 233 confirmed actives. The task is: Binary Classification. Given a drug SMILES string, predict its activity (active/inactive) in a high-throughput screening assay against a specified biological target. (1) The molecule is O1CCN(CC1)CCNC(=O)C(/NC(=O)c1cc(OC)c(OC)c(OC)c1)=C/c1c2c(n(c1)C)cccc2. The result is 0 (inactive). (2) The drug is s1c(/C=N\NC(=O)C(=O)NC(C)(C)C)ccc1. The result is 0 (inactive). (3) The compound is S(c1n(C(COC)C)c(=O)c2c(n1)cccc2)CC(=O)c1c(n(c(c1)C)CCOC)C. The result is 0 (inactive). (4) The molecule is P(OC(C)C)(OC(C)C)(=O)C(O)c1cc(OC)c(OC)c(OC)c1. The result is 0 (inactive). (5) The compound is Clc1cc(OCCCNCCCC)ccc1. The result is 0 (inactive). (6) The result is 0 (inactive). The compound is Brc1c(CNCCc2cc3OCOc3cc2)cc(OC)c(OC)c1. (7) The compound is Clc1c(S(=O)(=O)Nc2c(c(ccc2)C)C)cc(cc1)C(=O)NCCOC. The result is 0 (inactive). (8) The compound is Fc1c(/C=N\n2c(n3nc(cc3C)C)nnc2)cccc1. The result is 0 (inactive). (9) The drug is OCCNc1nc(Nc2ccc(cc2)C)nc(N)c1[N+]([O-])=O. The result is 0 (inactive). (10) The compound is O1c2c(C(c3c(OC)c(OC)c(OC)cc3)C(=C1N)C#N)c(=O)n(CCCN(CC)CC)c(c2)C. The result is 0 (inactive).